This data is from Peptide-MHC class II binding affinity with 134,281 pairs from IEDB. The task is: Regression. Given a peptide amino acid sequence and an MHC pseudo amino acid sequence, predict their binding affinity value. This is MHC class II binding data. (1) The peptide sequence is EAVLEDPYILLVSSK. The MHC is DRB5_0101 with pseudo-sequence DRB5_0101. The binding affinity (normalized) is 0.457. (2) The peptide sequence is GLNITGVTCGPGHGI. The MHC is HLA-DPA10201-DPB10501 with pseudo-sequence HLA-DPA10201-DPB10501. The binding affinity (normalized) is 0. (3) The peptide sequence is EFEPPHAATIRVLAL. The MHC is DRB1_0802 with pseudo-sequence DRB1_0802. The binding affinity (normalized) is 0.329. (4) The peptide sequence is GRIQDLEKYVEDTKI. The MHC is DRB1_0401 with pseudo-sequence DRB1_0401. The binding affinity (normalized) is 0. (5) The binding affinity (normalized) is 0.773. The peptide sequence is YDKFLANHSTVLTGK. The MHC is DRB1_0701 with pseudo-sequence DRB1_0701.